From a dataset of Reaction yield outcomes from USPTO patents with 853,638 reactions. Predict the reaction yield, written as a fraction of the theoretical maximum amount of product (1.0 means a 100% yield; for example, 0.34 means a 34% yield). (1) The reactants are [NH2:1][C:2]1[C:3]([CH3:16])=[CH:4][CH:5]=[C:6]2[C:10]=1[NH:9][C:8]([C:11]([O:13][CH2:14][CH3:15])=[O:12])=[CH:7]2.[S:17]1[CH:21]=[CH:20][CH:19]=[C:18]1[S:22](Cl)(=[O:24])=[O:23]. The catalyst is N1C=CC=CC=1. The product is [CH3:16][C:3]1[C:2]([NH:1][S:22]([C:18]2[S:17][CH:21]=[CH:20][CH:19]=2)(=[O:24])=[O:23])=[C:10]2[C:6]([CH:7]=[C:8]([C:11]([O:13][CH2:14][CH3:15])=[O:12])[NH:9]2)=[CH:5][CH:4]=1. The yield is 0.810. (2) The reactants are C(OC([N:11]1[CH2:16][CH2:15][CH:14]([NH:17][C:18]([C:20]2[C:21]([CH:25]=O)=[N:22][NH:23][CH:24]=2)=[O:19])[CH2:13][CH2:12]1)=O)C1C=CC=CC=1.[CH2:27]([O:29][C:30](=[O:39])[C:31]1[CH:36]=[CH:35][C:34]([NH2:37])=[C:33]([NH2:38])[CH:32]=1)[CH3:28].S(=O)(O)[O-].[Na+].[C:45](#N)C. No catalyst specified. The product is [CH2:27]([O:29][C:30]([C:31]1[CH:36]=[CH:35][C:34]2[N:37]=[C:45]([C:24]3[C:20]([C:18](=[O:19])[NH:17][CH:14]4[CH2:13][CH2:12][NH:11][CH2:16][CH2:15]4)=[C:21]([CH3:25])[NH:22][N:23]=3)[NH:38][C:33]=2[CH:32]=1)=[O:39])[CH3:28]. The yield is 0.150. (3) The reactants are [OH:1][C:2]1[CH:7]=[CH:6][CH:5]=[CH:4][C:3]=1[C:8](=[O:10])[CH3:9].N1CCCC1.[C:16]([C:20]1[CH:34]=[CH:33][C:23]([C:24]([N:26]2[CH2:31][CH2:30][C:29](=O)[CH2:28][CH2:27]2)=[O:25])=[CH:22][C:21]=1[O:35][CH3:36])([CH3:19])([CH3:18])[CH3:17]. The catalyst is CO. The product is [C:16]([C:20]1[CH:34]=[CH:33][C:23]([C:24]([N:26]2[CH2:31][CH2:30][C:29]3([CH2:9][C:8](=[O:10])[C:3]4[C:2](=[CH:7][CH:6]=[CH:5][CH:4]=4)[O:1]3)[CH2:28][CH2:27]2)=[O:25])=[CH:22][C:21]=1[O:35][CH3:36])([CH3:19])([CH3:17])[CH3:18]. The yield is 0.940.